From a dataset of Catalyst prediction with 721,799 reactions and 888 catalyst types from USPTO. Predict which catalyst facilitates the given reaction. (1) Reactant: [CH3:1][C:2]1[O:6][N:5]=[C:4]([CH:7]([CH3:13])[C:8]([O:10][CH2:11][CH3:12])=[O:9])[N:3]=1.[Br:14]N1C(=O)CCC1=O.CC(N=NC(C#N)(C)C)(C#N)C. Product: [Br:14][C:7]([C:4]1[N:3]=[C:2]([CH3:1])[O:6][N:5]=1)([CH3:13])[C:8]([O:10][CH2:11][CH3:12])=[O:9]. The catalyst class is: 53. (2) Reactant: C([O:3][C:4](=[O:32])[C:5]1[CH:10]=[CH:9][CH:8]=[C:7]([C:11]2[CH:16]=[CH:15][N:14]=[CH:13][C:12]=2[C:17]2[CH:22]=[C:21]([Cl:23])[CH:20]=[CH:19][C:18]=2[O:24][CH2:25][C:26]2[CH:31]=[CH:30][CH:29]=[CH:28][CH:27]=2)[CH:6]=1)C. Product: [CH2:25]([O:24][C:18]1[CH:19]=[CH:20][C:21]([Cl:23])=[CH:22][C:17]=1[C:12]1[CH:13]=[N:14][CH:15]=[CH:16][C:11]=1[C:7]1[CH:6]=[C:5]([CH:10]=[CH:9][CH:8]=1)[C:4]([OH:32])=[O:3])[C:26]1[CH:27]=[CH:28][CH:29]=[CH:30][CH:31]=1. The catalyst class is: 494. (3) Product: [O:15]1[C:11]2=[N:10][C:9]3[C:4]([C:3](=[O:2])[C:12]2=[CH:13][CH2:14]1)=[CH:5][CH:6]=[CH:7][CH:8]=3. Reactant: C[O:2][C:3]1[C:12]2[CH:13]=[CH:14][O:15][C:11]=2[N:10]=[C:9]2[C:4]=1[CH:5]=[CH:6][CH:7]=[CH:8]2.Br. The catalyst class is: 52. (4) Reactant: [Br:1][C:2]1[CH:7]=[C:6](/[C:8](=[N:11]/[S:12]([C:14]([CH3:17])([CH3:16])[CH3:15])=[O:13])/[CH2:9][CH3:10])[CH:5]=[CH:4][N:3]=1.CCC(C)[BH-](C(C)CC)C(C)CC.[Li+]. Product: [Br:1][C:2]1[CH:7]=[C:6]([C@H:8]([NH:11][S:12]([C:14]([CH3:15])([CH3:17])[CH3:16])=[O:13])[CH2:9][CH3:10])[CH:5]=[CH:4][N:3]=1. The catalyst class is: 1.